From a dataset of Peptide-MHC class II binding affinity with 134,281 pairs from IEDB. Regression. Given a peptide amino acid sequence and an MHC pseudo amino acid sequence, predict their binding affinity value. This is MHC class II binding data. (1) The peptide sequence is TPFPHRKGVLFNIQYVNYWF. The MHC is HLA-DPA10201-DPB11401 with pseudo-sequence HLA-DPA10201-DPB11401. The binding affinity (normalized) is 0.237. (2) The peptide sequence is REYPTIKQKKPDFIL. The MHC is HLA-DQA10501-DQB10303 with pseudo-sequence HLA-DQA10501-DQB10303. The binding affinity (normalized) is 0.357. (3) The peptide sequence is GEEYLILSARDVLAV. The MHC is DRB3_0202 with pseudo-sequence DRB3_0202. The binding affinity (normalized) is 0.435. (4) The peptide sequence is IGLVTQTINDFYFVI. The MHC is HLA-DQA10102-DQB10602 with pseudo-sequence HLA-DQA10102-DQB10602. The binding affinity (normalized) is 0.0277. (5) The peptide sequence is AFILDGDNLTPKV. The MHC is DRB3_0101 with pseudo-sequence DRB3_0101. The binding affinity (normalized) is 0.630. (6) The binding affinity (normalized) is 0.0234. The MHC is H-2-IAb with pseudo-sequence H-2-IAb. The peptide sequence is LTLPWQSGSGGVWRE.